This data is from Full USPTO retrosynthesis dataset with 1.9M reactions from patents (1976-2016). The task is: Predict the reactants needed to synthesize the given product. Given the product [F:23][C:2]([F:1])([F:22])[C:3]1[CH:8]=[CH:7][CH:6]=[CH:5][C:4]=1[C:9]1[N:10]=[C:11]2[C:16]([C:17]([OH:19])=[O:18])=[CH:15][CH:14]=[N:13][N:12]2[CH:21]=1, predict the reactants needed to synthesize it. The reactants are: [F:1][C:2]([F:23])([F:22])[C:3]1[CH:8]=[CH:7][CH:6]=[CH:5][C:4]=1[C:9]1[N:10]=[C:11]2[C:16]([C:17]([O:19]C)=[O:18])=[CH:15][CH:14]=[N:13][N:12]2[CH:21]=1.[OH-].[Na+].